Task: Predict which catalyst facilitates the given reaction.. Dataset: Catalyst prediction with 721,799 reactions and 888 catalyst types from USPTO (1) Reactant: [F:1][CH:2]([F:43])[C:3]1[N:7]([C:8]2[N:13]=[C:12]([N:14]3[CH2:19][CH2:18][O:17][CH2:16][CH2:15]3)[N:11]=[C:10]([N:20]([CH:27]3[CH2:32][CH2:31][CH2:30][N:29]([S:33]([CH3:36])(=[O:35])=[O:34])[CH2:28]3)[CH2:21][CH2:22][CH2:23][N:24]([CH3:26])[CH3:25])[N:9]=2)[C:6]2[CH:37]=[CH:38][CH:39]=[C:40]([O:41][CH3:42])[C:5]=2[N:4]=1.[ClH:44]. Product: [ClH:44].[F:43][CH:2]([F:1])[C:3]1[N:7]([C:8]2[N:13]=[C:12]([N:14]3[CH2:15][CH2:16][O:17][CH2:18][CH2:19]3)[N:11]=[C:10]([N:20]([CH:27]3[CH2:32][CH2:31][CH2:30][N:29]([S:33]([CH3:36])(=[O:35])=[O:34])[CH2:28]3)[CH2:21][CH2:22][CH2:23][N:24]([CH3:25])[CH3:26])[N:9]=2)[C:6]2[CH:37]=[CH:38][CH:39]=[C:40]([O:41][CH3:42])[C:5]=2[N:4]=1. The catalyst class is: 5. (2) Reactant: C[O:2][C:3]([C:5]1[S:6][C:7]2[C:8]([OH:26])([CH3:25])[CH2:9][O:10][C:11]3[CH:18]=[CH:17][C:16]([C:19]#[C:20][C:21]([OH:24])([CH3:23])[CH3:22])=[CH:15][C:12]=3[C:13]=2[N:14]=1)=O.[NH3:27].CO. Product: [OH:26][C:8]1([CH3:25])[C:7]2[S:6][C:5]([C:3]([NH2:27])=[O:2])=[N:14][C:13]=2[C:12]2[CH:15]=[C:16]([C:19]#[C:20][C:21]([OH:24])([CH3:23])[CH3:22])[CH:17]=[CH:18][C:11]=2[O:10][CH2:9]1. The catalyst class is: 1. (3) Reactant: [CH2:1]([O:3][C:4]([N:6]1[CH2:11][CH2:10][N:9]([C:12](=[O:39])[C@@H:13]([NH:23][C:24]([C:26]2[CH:31]=[C:30](Cl)[N:29]=[C:28]([C:33]3[CH:38]=[CH:37][CH:36]=[CH:35][CH:34]=3)[N:27]=2)=[O:25])[CH2:14][CH2:15][C:16]([O:18][C:19]([CH3:22])([CH3:21])[CH3:20])=[O:17])[CH2:8][CH2:7]1)=[O:5])[CH3:2].Cl.[CH2:41]([O:43][C:44](=[O:47])[CH2:45][NH2:46])[CH3:42].CCN(CC)CC.O. Product: [CH2:1]([O:3][C:4]([N:6]1[CH2:11][CH2:10][N:9]([C:12](=[O:39])[C@@H:13]([NH:23][C:24]([C:26]2[CH:31]=[C:30]([NH:46][CH2:45][C:44]([O:43][CH2:41][CH3:42])=[O:47])[N:29]=[C:28]([C:33]3[CH:38]=[CH:37][CH:36]=[CH:35][CH:34]=3)[N:27]=2)=[O:25])[CH2:14][CH2:15][C:16]([O:18][C:19]([CH3:22])([CH3:21])[CH3:20])=[O:17])[CH2:8][CH2:7]1)=[O:5])[CH3:2]. The catalyst class is: 1. (4) Reactant: [Cl:1][C:2]1[C:3]([O:12][C:13]2[CH:18]=[C:17]([OH:19])[CH:16]=[CH:15][C:14]=2/[CH:20]=[CH:21]/[C:22]([O:24][CH2:25][CH3:26])=[O:23])=[N:4][CH:5]=[C:6]([C:8]([F:11])([F:10])[F:9])[CH:7]=1.C(P(CCCC)CCCC)CCC.[CH3:40][O:41][CH2:42][CH2:43]O.N(C(N1CCCCC1)=O)=NC(N1CCCCC1)=O. Product: [Cl:1][C:2]1[C:3]([O:12][C:13]2[CH:18]=[C:17]([O:19][CH2:43][CH2:42][O:41][CH3:40])[CH:16]=[CH:15][C:14]=2/[CH:20]=[CH:21]/[C:22]([O:24][CH2:25][CH3:26])=[O:23])=[N:4][CH:5]=[C:6]([C:8]([F:9])([F:11])[F:10])[CH:7]=1. The catalyst class is: 7. (5) Reactant: [CH:1]1([CH:5]=O)[CH2:4][CH2:3][CH2:2]1.[O:7]1[CH2:11][CH2:10][O:9][C:8]21[CH2:20][CH2:19][C@@H:18]1[C@@:13]34[C:27]5[C:22](=[CH:23][CH:24]=[C:25]([C:29]#[N:30])[C:26]=5[O:28][C@@H:12]23)[CH2:21][C@H:17]1[NH:16][CH2:15][CH2:14]4.C(O[BH-](OC(=O)C)OC(=O)C)(=O)C.[Na+]. Product: [CH:1]1([CH2:5][N:16]2[CH2:15][CH2:14][C@@:13]34[C:27]5[C:22]6[CH2:21][C@@H:17]2[C@@H:18]3[CH2:19][CH2:20][C:8]2([C@@H:12]4[O:28][C:26]=5[C:25]([C:29]#[N:30])=[CH:24][CH:23]=6)[O:7][CH2:11][CH2:10][O:9]2)[CH2:2][CH2:3][CH2:4]1. The catalyst class is: 4.